From a dataset of Forward reaction prediction with 1.9M reactions from USPTO patents (1976-2016). Predict the product of the given reaction. (1) Given the reactants [OH:1][C:2]1[CH:3]=[C:4]([CH:7]=[CH:8][CH:9]=1)[C:5]#[N:6].[H-].[Na+].Cl[C:13]1[N:18]=[N:17][C:16]([C:19]([NH2:21])=[O:20])=[C:15]([NH:22][C:23]2[CH:28]=[CH:27][CH:26]=[C:25]([CH3:29])[N:24]=2)[CH:14]=1, predict the reaction product. The product is: [C:5]([C:4]1[CH:3]=[C:2]([CH:9]=[CH:8][CH:7]=1)[O:1][C:13]1[N:18]=[N:17][C:16]([C:19]([NH2:21])=[O:20])=[C:15]([NH:22][C:23]2[CH:28]=[CH:27][CH:26]=[C:25]([CH3:29])[N:24]=2)[CH:14]=1)#[N:6]. (2) The product is: [CH3:32][S:29]([N:1]1[CH2:2][CH:3]=[C:4]([C:7]2[N:11]3[C:12]4[C:17]([N:18]=[C:19]([NH:20][CH2:21][CH2:22][CH2:23][OH:24])[C:10]3=[N:9][CH:8]=2)=[CH:16][C:15]([C:25]([F:26])([F:28])[F:27])=[CH:14][CH:13]=4)[CH2:5][CH2:6]1)(=[O:31])=[O:30]. Given the reactants [NH:1]1[CH2:6][CH:5]=[C:4]([C:7]2[N:11]3[C:12]4[C:17]([N:18]=[C:19]([NH:20][CH2:21][CH2:22][CH2:23][OH:24])[C:10]3=[N:9][CH:8]=2)=[CH:16][C:15]([C:25]([F:28])([F:27])[F:26])=[CH:14][CH:13]=4)[CH2:3][CH2:2]1.[S:29](Cl)([CH3:32])(=[O:31])=[O:30].C(#N)C, predict the reaction product.